From a dataset of Reaction yield outcomes from USPTO patents with 853,638 reactions. Predict the reaction yield, written as a fraction of the theoretical maximum amount of product (1.0 means a 100% yield; for example, 0.34 means a 34% yield). (1) The reactants are [NH2:1][C:2](=[S:9])[CH2:3][C:4]([O:6][CH2:7][CH3:8])=[O:5].Cl[CH2:11][C:12](=O)[CH3:13]. The catalyst is CN(C=O)C. The product is [CH3:13][C:12]1[N:1]=[C:2]([CH2:3][C:4]([O:6][CH2:7][CH3:8])=[O:5])[S:9][CH:11]=1. The yield is 0.480. (2) The reactants are [CH3:1][C:2]1[C:3]([C:11]2[S:12][CH:13]=[CH:14][CH:15]=2)=[N:4][O:5][C:6]=1[C:7]([F:10])([F:9])[F:8].[CH:16]1([C:22](Cl)=[O:23])[CH2:21][CH2:20][CH2:19][CH2:18][CH2:17]1. The catalyst is ClCCl. The product is [CH:16]1([C:22]([C:13]2[S:12][C:11]([C:3]3[C:2]([CH3:1])=[C:6]([C:7]([F:8])([F:10])[F:9])[O:5][N:4]=3)=[CH:15][CH:14]=2)=[O:23])[CH2:21][CH2:20][CH2:19][CH2:18][CH2:17]1. The yield is 0.350. (3) The catalyst is ClCCl. The yield is 0.992. The reactants are N(CCN)=[N+]=[N-].C(N(CC)CC)C.[CH:14]1[C:19](N=C=S)=[CH:18][C:17]2[C:23]([O:25][C:26]3([C:36]4[CH:37]=[CH:38][C:39]([OH:41])=[CH:40][C:35]=4[O:34][C:28]4[CH:29]=[C:30]([OH:33])[CH:31]=[CH:32][C:27]3=4)[C:16]=2[CH:15]=1)=[O:24]. The product is [CH:14]1[CH:19]=[CH:18][C:17]([C:23]([OH:25])=[O:24])=[C:16]([C:26]2[C:27]3[CH:32]=[CH:31][C:30]([OH:33])=[CH:29][C:28]=3[O:34][C:35]3[C:36]=2[CH:37]=[CH:38][C:39]([CH:40]=3)=[O:41])[CH:15]=1. (4) The reactants are [Br:1][C:2]1[N:7]=[C:6]([CH2:8]O)[CH:5]=[CH:4][CH:3]=1.C1(P(C2C=CC=CC=2)C2C=CC=CC=2)C=CC=CC=1.[C:29]1(=[O:39])[NH:33][C:32](=[O:34])[C:31]2=[CH:35][CH:36]=[CH:37][CH:38]=[C:30]12.CCOC(/N=N/C(OCC)=O)=O. The catalyst is C1COCC1. The product is [Br:1][C:2]1[N:7]=[C:6]([CH2:8][N:33]2[C:29](=[O:39])[C:30]3[C:31](=[CH:35][CH:36]=[CH:37][CH:38]=3)[C:32]2=[O:34])[CH:5]=[CH:4][CH:3]=1. The yield is 0.660. (5) The reactants are Cl[C:2]1[N:11]=[C:10]([NH:12][CH2:13][CH:14]([C:21]2[CH:26]=[CH:25][N:24]=[CH:23][CH:22]=2)[C:15]2[CH:20]=[CH:19][N:18]=[CH:17][CH:16]=2)[C:9]2[C:4](=[CH:5][CH:6]=[CH:7][CH:8]=2)[N:3]=1.[NH:27]1[C:35]2[CH2:34][CH2:33][NH:32][CH2:31][C:30]=2[CH:29]=[CH:28]1.C(Cl)(Cl)Cl.CO. The catalyst is C(O)C. The product is [N:18]1[CH:19]=[CH:20][C:15]([CH:14]([C:21]2[CH:26]=[CH:25][N:24]=[CH:23][CH:22]=2)[CH2:13][NH:12][C:10]2[C:9]3[C:4](=[CH:5][CH:6]=[CH:7][CH:8]=3)[N:3]=[C:2]([N:32]3[CH2:33][CH2:34][C:35]4[NH:27][CH:28]=[CH:29][C:30]=4[CH2:31]3)[N:11]=2)=[CH:16][CH:17]=1. The yield is 0.440. (6) The reactants are C([Li])CCC.[I-].[CH3:7][C:8]1([CH2:13][CH2:14][CH2:15][P+](C2C=CC=CC=2)(C2C=CC=CC=2)C2C=CC=CC=2)[O:12][CH2:11][CH2:10][O:9]1.[Cl:35][CH:36]=[C:37]1[CH:43]=[CH:42][C:41]2[CH:44]=[C:45]([CH:48]=O)[CH:46]=[CH:47][C:40]=2[O:39][CH2:38]1.O. The catalyst is O1CCCC1.ClCCl. The product is [Cl:35][CH:36]=[C:37]1[CH:43]=[CH:42][C:41]2[CH:44]=[C:45]([CH:48]=[CH:15][CH2:14][CH2:13][C:8]3([CH3:7])[O:9][CH2:10][CH2:11][O:12]3)[CH:46]=[CH:47][C:40]=2[O:39][CH2:38]1. The yield is 0.710.